This data is from Forward reaction prediction with 1.9M reactions from USPTO patents (1976-2016). The task is: Predict the product of the given reaction. Given the reactants [Cl:1][C:2]1[CH:7]=[CH:6][C:5]([C@@:8]2([CH3:31])[C@:12]([C:14]3[CH:19]=[CH:18][C:17]([Cl:20])=[CH:16][CH:15]=3)([CH3:13])[NH:11][C:10]([C:21]3[C:22]([O:29][CH3:30])=[N:23][C:24]([O:27][CH3:28])=[N:25][CH:26]=3)=[N:9]2)=[CH:4][CH:3]=1.[C:32](Cl)(Cl)=[O:33].[CH3:36][S:37]([CH2:40][CH2:41][CH2:42][N:43]1[CH2:48][CH2:47][NH:46][CH2:45][CH2:44]1)(=[O:39])=[O:38], predict the reaction product. The product is: [Cl:1][C:2]1[CH:7]=[CH:6][C:5]([C@@:8]2([CH3:31])[C@:12]([C:14]3[CH:19]=[CH:18][C:17]([Cl:20])=[CH:16][CH:15]=3)([CH3:13])[N:11]([C:32]([N:46]3[CH2:45][CH2:44][N:43]([CH2:42][CH2:41][CH2:40][S:37]([CH3:36])(=[O:38])=[O:39])[CH2:48][CH2:47]3)=[O:33])[C:10]([C:21]3[C:22]([O:29][CH3:30])=[N:23][C:24]([O:27][CH3:28])=[N:25][CH:26]=3)=[N:9]2)=[CH:4][CH:3]=1.